The task is: Predict the reactants needed to synthesize the given product.. This data is from Full USPTO retrosynthesis dataset with 1.9M reactions from patents (1976-2016). (1) Given the product [C:1]([O:5][C:6]([N:8]1[CH2:13][CH2:12][CH2:11][CH:10]([C:14](=[NH:15])[NH:16][OH:17])[CH2:9]1)=[O:7])([CH3:4])([CH3:3])[CH3:2], predict the reactants needed to synthesize it. The reactants are: [C:1]([O:5][C:6]([N:8]1[CH2:13][CH2:12][CH2:11][CH:10]([C:14]#[N:15])[CH2:9]1)=[O:7])([CH3:4])([CH3:3])[CH3:2].[NH2:16][OH:17]. (2) Given the product [C:8]([C:7]1[C:2]([S:24][CH2:25][C:26]([NH2:28])=[O:27])=[N:3][C:4]([NH:20][CH:21]2[CH2:23][CH2:22]2)=[N:5][C:6]=1[C:10]1[CH:15]=[CH:14][C:13]([C:16]([F:19])([F:18])[F:17])=[CH:12][CH:11]=1)#[N:9], predict the reactants needed to synthesize it. The reactants are: Cl[C:2]1[C:7]([C:8]#[N:9])=[C:6]([C:10]2[CH:15]=[CH:14][C:13]([C:16]([F:19])([F:18])[F:17])=[CH:12][CH:11]=2)[N:5]=[C:4]([NH:20][CH:21]2[CH2:23][CH2:22]2)[N:3]=1.[SH:24][CH2:25][C:26]([NH2:28])=[O:27].C(=O)([O-])[O-].[Na+].[Na+].